From a dataset of Full USPTO retrosynthesis dataset with 1.9M reactions from patents (1976-2016). Predict the reactants needed to synthesize the given product. (1) Given the product [C:19]([O:18][C:17]([NH:16][C:13]1[CH:14]=[CH:15][C:10]([N:9]2[C:3]3[CH:4]=[CH:5][CH:6]=[C:7]([CH3:8])[C:2]=3[NH:1][C:26](=[O:27])[CH2:25][C:24]2=[O:29])=[CH:11][CH:12]=1)=[O:23])([CH3:20])([CH3:22])[CH3:21], predict the reactants needed to synthesize it. The reactants are: [NH2:1][C:2]1[C:7]([CH3:8])=[CH:6][CH:5]=[CH:4][C:3]=1[NH:9][C:10]1[CH:15]=[CH:14][C:13]([NH:16][C:17](=[O:23])[O:18][C:19]([CH3:22])([CH3:21])[CH3:20])=[CH:12][CH:11]=1.[C:24](Cl)(=[O:29])[CH2:25][C:26](Cl)=[O:27].C(=O)([O-])O.[Na+].C(OCC)(=O)C. (2) Given the product [CH2:15]([S:17]([C:20]1[C:21]([C:26]([NH:1][C:2]2[CH:7]=[C:6]([S:8]([C:10]([F:13])([F:11])[F:12])=[O:9])[CH:5]=[CH:4][C:3]=2[OH:14])=[O:27])=[N:22][CH:23]=[CH:24][CH:25]=1)(=[O:18])=[O:19])[CH3:16], predict the reactants needed to synthesize it. The reactants are: [NH2:1][C:2]1[CH:7]=[C:6]([S:8]([C:10]([F:13])([F:12])[F:11])=[O:9])[CH:5]=[CH:4][C:3]=1[OH:14].[CH2:15]([S:17]([C:20]1[C:21]([C:26](Cl)=[O:27])=[N:22][CH:23]=[CH:24][CH:25]=1)(=[O:19])=[O:18])[CH3:16]. (3) Given the product [CH2:1]([N:8]1[CH2:13][CH2:12][C:11]([NH:15][C:16]2[CH:21]=[CH:20][CH:19]=[CH:18][CH:17]=2)([CH2:28][CH2:23][CH2:24][CH3:25])[CH2:10][CH2:9]1)[C:2]1[CH:7]=[CH:6][CH:5]=[CH:4][CH:3]=1, predict the reactants needed to synthesize it. The reactants are: [CH2:1]([N:8]1[CH2:13][CH2:12][C:11](=O)[CH2:10][CH2:9]1)[C:2]1[CH:7]=[CH:6][CH:5]=[CH:4][CH:3]=1.[NH2:15][C:16]1[CH:21]=[CH:20][CH:19]=[CH:18][CH:17]=1.O.[C:23]1(C)[CH:28]=CC(S(O)(=O)=O)=[CH:25][CH:24]=1. (4) Given the product [CH:33](=[C:21]1/[C:20](=[O:22])[CH2:19][CH2:18][CH2:17][C:14]2[CH:15]=[C:16]3[C:11]([CH:10]=[N:9][N:8]3[C:5]3[CH:4]=[CH:3][C:2]([F:1])=[CH:7][CH:6]=3)=[CH:12][C:13]/1=2)\[CH3:34], predict the reactants needed to synthesize it. The reactants are: [F:1][C:2]1[CH:7]=[CH:6][C:5]([N:8]2[C:16]3[C:11](=[CH:12][C:13]4[CH2:21][C:20](=[O:22])[CH2:19][CH2:18][CH2:17][C:14]=4[CH:15]=3)[CH:10]=[N:9]2)=[CH:4][CH:3]=1.[Li+].C[Si]([N-][Si](C)(C)C)(C)C.[CH:33](=O)[CH3:34]. (5) The reactants are: O=[C:2]([CH:8]1[C:12](=O)[CH2:11][O:10][CH2:9]1)[C:3]([O:5][CH2:6][CH3:7])=[O:4].Cl.[Br:15][C:16]1[CH:17]=[C:18]([NH:22][NH2:23])[CH:19]=[CH:20][CH:21]=1. Given the product [Br:15][C:16]1[CH:17]=[C:18]([N:22]2[CH:12]3[CH2:11][O:10][CH2:9][CH:8]3[C:2]([C:3]([O:5][CH2:6][CH3:7])=[O:4])=[N:23]2)[CH:19]=[CH:20][CH:21]=1, predict the reactants needed to synthesize it. (6) Given the product [NH2:1][C:2]1[C:7]([C:8]2[N:12]([C:13]3[CH:32]=[CH:31][C:16]([O:17][CH2:18][CH2:19][CH2:20][CH2:21][N:22]([CH3:30])[C:23](=[O:29])[O:24][C:25]([CH3:28])([CH3:27])[CH3:26])=[C:15]([F:33])[C:14]=3[F:34])[N:11]=[N:10][N:9]=2)=[CH:6][C:5]([C:40]2[CH:39]=[N:38][N:37]([CH3:36])[CH:41]=2)=[CH:4][N:3]=1, predict the reactants needed to synthesize it. The reactants are: [NH2:1][C:2]1[C:7]([C:8]2[N:12]([C:13]3[CH:32]=[CH:31][C:16]([O:17][CH2:18][CH2:19][CH2:20][CH2:21][N:22]([CH3:30])[C:23](=[O:29])[O:24][C:25]([CH3:28])([CH3:27])[CH3:26])=[C:15]([F:33])[C:14]=3[F:34])[N:11]=[N:10][N:9]=2)=[CH:6][C:5](Br)=[CH:4][N:3]=1.[CH3:36][N:37]1[CH:41]=[C:40](B2OC(C)(C)C(C)(C)O2)[CH:39]=[N:38]1.C([O-])(O)=O.[Na+]. (7) Given the product [S:32]1[CH:36]=[CH:35][N:34]=[C:33]1[NH:37][C:29]([C:28]1[C:22]2[N:21]=[C:20]([C:15]3[CH:16]=[CH:17][CH:18]=[CH:19][C:14]=3[O:13][CH:10]3[CH2:11][CH2:12][N:8]([C:6]([O:5][C:1]([CH3:2])([CH3:3])[CH3:4])=[O:7])[CH2:9]3)[NH:24][C:23]=2[CH:25]=[CH:26][CH:27]=1)=[O:30], predict the reactants needed to synthesize it. The reactants are: [C:1]([O:5][C:6]([N:8]1[CH2:12][CH2:11][CH:10]([O:13][C:14]2[CH:19]=[CH:18][CH:17]=[CH:16][C:15]=2[C:20]2[NH:24][C:23]3[CH:25]=[CH:26][CH:27]=[C:28]([C:29](O)=[O:30])[C:22]=3[N:21]=2)[CH2:9]1)=[O:7])([CH3:4])([CH3:3])[CH3:2].[S:32]1[CH:36]=[CH:35][N:34]=[C:33]1[NH2:37].CN(C(ON1N=NC2C=CC=NC1=2)=[N+](C)C)C.F[P-](F)(F)(F)(F)F.CCN(C(C)C)C(C)C. (8) Given the product [I:1][C:2]1[C:3]2[C:4](=[CH:8][N:9]([CH2:12][CH2:13][CH2:14][O:15][CH:16]3[CH2:21][CH2:20][CH2:19][CH2:18][O:17]3)[N:10]=2)[N:5]=[CH:6][CH:7]=1.[I:1][C:2]1[CH:7]=[CH:6][N:5]=[C:4]2[CH:8]=[N:9][N:10]([CH2:12][CH2:13][CH2:14][O:15][CH:16]3[CH2:21][CH2:20][CH2:19][CH2:18][O:17]3)[C:3]=12, predict the reactants needed to synthesize it. The reactants are: [I:1][C:2]1[C:3]2[C:4](=[CH:8][NH:9][N:10]=2)[N:5]=[CH:6][CH:7]=1.Br[CH2:12][CH2:13][CH2:14][O:15][CH:16]1[CH2:21][CH2:20][CH2:19][CH2:18][O:17]1.C([O-])([O-])=O.[Cs+].[Cs+]. (9) Given the product [CH:25]1([NH:28][C:2]2[C:3]([CH3:24])=[N:4][C:5]3[C:10]([N:11]=2)=[C:9]([C:12]2[NH:20][C:19]4[C:18]5([CH2:21][CH2:22]5)[CH2:17][NH:16][C:15](=[O:23])[C:14]=4[CH:13]=2)[CH:8]=[CH:7][CH:6]=3)[CH2:27][CH2:26]1, predict the reactants needed to synthesize it. The reactants are: F[C:2]1[C:3]([CH3:24])=[N:4][C:5]2[C:10]([N:11]=1)=[C:9]([C:12]1[NH:20][C:19]3[C:18]4([CH2:22][CH2:21]4)[CH2:17][NH:16][C:15](=[O:23])[C:14]=3[CH:13]=1)[CH:8]=[CH:7][CH:6]=2.[CH:25]1([NH2:28])[CH2:27][CH2:26]1.CCN(C(C)C)C(C)C. (10) Given the product [NH2:2][C@H:3]([C:8]([OH:10])=[O:9])[CH2:4][CH2:5][CH2:6][NH2:7], predict the reactants needed to synthesize it. The reactants are: Cl.[NH2:2][C@H:3]([C:8]([OH:10])=[O:9])[CH2:4][CH2:5][CH2:6][NH2:7].C(O)[C@@H]([C@@H](CO)O)O.C(O)(=O)CC(CC(O)=O)(C(O)=O)O.